Dataset: Catalyst prediction with 721,799 reactions and 888 catalyst types from USPTO. Task: Predict which catalyst facilitates the given reaction. (1) Product: [CH:41]1([C:38]2[CH:39]=[CH:40][C:35]([CH2:34][N:14]([C:15]3[CH:16]=[C:17]([P:21](=[O:28])([O:22][CH2:23][CH3:24])[O:25][CH2:26][CH3:27])[CH:18]=[CH:19][CH:20]=3)[C:12](=[O:13])[C:11]3[CH:29]=[CH:30][C:8]([O:1][C:2]4[CH:3]=[CH:4][CH:5]=[CH:6][CH:7]=4)=[CH:9][CH:10]=3)=[CH:36][CH:37]=2)[CH2:42][CH2:43][CH2:44][CH2:45][CH2:46]1. The catalyst class is: 1. Reactant: [O:1]([C:8]1[CH:30]=[CH:29][C:11]([C:12]([NH:14][C:15]2[CH:16]=[C:17]([P:21](=[O:28])([O:25][CH2:26][CH3:27])[O:22][CH2:23][CH3:24])[CH:18]=[CH:19][CH:20]=2)=[O:13])=[CH:10][CH:9]=1)[C:2]1[CH:7]=[CH:6][CH:5]=[CH:4][CH:3]=1.[H-].[Na+].Br[CH2:34][C:35]1[CH:40]=[CH:39][C:38]([CH:41]2[CH2:46][CH2:45][CH2:44][CH2:43][CH2:42]2)=[CH:37][CH:36]=1. (2) Reactant: [Li+].[OH-].[CH3:3][N:4]1[CH:9]=[CH:8][CH:7]=[C:6]([C:10]([O:12]C)=[O:11])[C:5]1=[O:14].Cl. Product: [CH3:3][N:4]1[CH:9]=[CH:8][CH:7]=[C:6]([C:10]([OH:12])=[O:11])[C:5]1=[O:14]. The catalyst class is: 36. (3) Reactant: [C:1]([C:3]1[CH:8]=[CH:7][CH:6]=[C:5]([CH2:9][CH2:10][O:11][CH2:12][CH2:13][C:14]([O:16][C:17]([CH3:20])([CH3:19])[CH3:18])=[O:15])[N:4]=1)#[N:2].[C:21](OC)(=[O:29])[C:22]1[C:23](=[CH:25][CH:26]=[CH:27][CH:28]=1)[SH:24].C(N(CC)CC)C. Product: [O:29]=[C:21]1[C:22]2[CH:28]=[CH:27][CH:26]=[CH:25][C:23]=2[S:24][C:1]([C:3]2[N:4]=[C:5]([CH2:9][CH2:10][O:11][CH2:12][CH2:13][C:14]([O:16][C:17]([CH3:20])([CH3:19])[CH3:18])=[O:15])[CH:6]=[CH:7][CH:8]=2)=[N:2]1. The catalyst class is: 11. (4) Reactant: [CH3:1][C:2]([CH3:6])([CH3:5])[C:3]#[CH:4].[Br:7][C:8]1[CH:13]=[CH:12][CH:11]=[C:10](Br)[C:9]=1[OH:15]. Product: [Br:7][C:8]1[C:9]2[O:15][C:3]([C:2]([CH3:6])([CH3:5])[CH3:1])=[CH:4][C:10]=2[CH:11]=[CH:12][CH:13]=1. The catalyst class is: 436. (5) Reactant: [Si:1]([O:8][C@@H:9]1[C@@:37]2([CH3:38])[C:13](=[CH:14][CH:15]=[C:16]3[C@@H:36]2[CH2:35][CH2:34][C@@:33]2([CH3:39])[C@H:17]3[CH2:18][CH:19]=[C:20]2[C@@H:21]([S:23]C(OC2C=CC=CC=2)=O)[CH3:22])[CH2:12][C@@H:11]([OH:40])[CH2:10]1)([C:4]([CH3:7])([CH3:6])[CH3:5])([CH3:3])[CH3:2].Br[CH2:42][CH2:43][CH2:44][CH2:45][C:46]([CH3:49])([OH:48])[CH3:47].O1CCCC1.[OH-].[K+]. Product: [Si:1]([O:8][C@@H:9]1[C@@:37]2([CH3:38])[C:13](=[CH:14][CH:15]=[C:16]3[C@@H:36]2[CH2:35][CH2:34][C@@:33]2([CH3:39])[C@H:17]3[CH2:18][CH:19]=[C:20]2[C@@H:21]([S:23][CH2:42][CH2:43][CH2:44][CH2:45][C:46]([OH:48])([CH3:49])[CH3:47])[CH3:22])[CH2:12][C@@H:11]([OH:40])[CH2:10]1)([C:4]([CH3:7])([CH3:5])[CH3:6])([CH3:2])[CH3:3]. The catalyst class is: 5. (6) Reactant: [Cl:1][C:2]1[CH:3]=[C:4]([N:8]2[C:12]([CH3:13])=[C:11]([C:14](=O)[CH3:15])[CH:10]=[N:9]2)[CH:5]=[CH:6][CH:7]=1.CC([O-])(C)C.[K+].[C:23](OCC)(=O)[C:24]([O:26][CH2:27][CH3:28])=[O:25].O.[NH2:34][NH2:35].C(O)(=O)C. Product: [CH2:27]([O:26][C:24]([C:23]1[NH:35][N:34]=[C:14]([C:11]2[CH:10]=[N:9][N:8]([C:4]3[CH:5]=[CH:6][CH:7]=[C:2]([Cl:1])[CH:3]=3)[C:12]=2[CH3:13])[CH:15]=1)=[O:25])[CH3:28]. The catalyst class is: 219. (7) Reactant: C([O:4][CH2:5][C@@H:6]([NH:32][C:33]([O:35][CH2:36][C:37]1[CH:42]=[CH:41][CH:40]=[CH:39][CH:38]=1)=[O:34])[C:7]([N:9]1[CH2:13][CH2:12][CH2:11][C@H:10]1[C:14]([N:16]1[CH2:20][CH2:19][CH2:18][C@H:17]1[C:21]([NH:23][C@@H:24]([C@H:29]([OH:31])C)[C:25]([O:27][CH3:28])=[O:26])=[O:22])=[O:15])=[O:8])(=O)C.CN1CCOCC1.Cl.COC(=O)[C@@H](NC([C@@H]1CCCN1)=O)CO. Product: [CH2:36]([O:35][C:33]([NH:32][C@@H:6]([CH2:5][OH:4])[C:7]([N:9]1[CH2:13][CH2:12][CH2:11][C@H:10]1[C:14]([N:16]1[CH2:20][CH2:19][CH2:18][C@H:17]1[C:21]([NH:23][C@@H:24]([CH2:29][OH:31])[C:25]([O:27][CH3:28])=[O:26])=[O:22])=[O:15])=[O:8])=[O:34])[C:37]1[CH:38]=[CH:39][CH:40]=[CH:41][CH:42]=1. The catalyst class is: 59.